Dataset: Catalyst prediction with 721,799 reactions and 888 catalyst types from USPTO. Task: Predict which catalyst facilitates the given reaction. (1) Reactant: [Br:1][C:2]1[C:11]2[C:6](=[CH:7][C:8]([F:13])=[CH:9][C:10]=2[F:12])[N:5]=[C:4]([N:14]2[CH2:19][CH2:18][NH:17][C:16](=[O:20])[CH2:15]2)[C:3]=1[CH3:21].[H-].[Na+].I[CH2:25][CH2:26][CH3:27]. Product: [Br:1][C:2]1[C:11]2[C:6](=[CH:7][C:8]([F:13])=[CH:9][C:10]=2[F:12])[N:5]=[C:4]([N:14]2[CH2:19][CH2:18][N:17]([CH2:25][CH2:26][CH3:27])[C:16](=[O:20])[CH2:15]2)[C:3]=1[CH3:21]. The catalyst class is: 1. (2) Reactant: [CH:1]1([CH:6]([C:14]2[CH:19]=[CH:18][C:17]([CH2:20][N:21]3[C:29](=[O:30])[C:28]4[C:23](=[CH:24][CH:25]=[CH:26][CH:27]=4)[C:22]3=[O:31])=[CH:16][CH:15]=2)[C:7]([O:9]C(C)(C)C)=[O:8])[CH2:5][CH2:4][CH2:3][CH2:2]1.FC(F)(F)C(O)=O.O. Product: [CH:1]1([CH:6]([C:14]2[CH:19]=[CH:18][C:17]([CH2:20][N:21]3[C:22](=[O:31])[C:23]4[C:28](=[CH:27][CH:26]=[CH:25][CH:24]=4)[C:29]3=[O:30])=[CH:16][CH:15]=2)[C:7]([OH:9])=[O:8])[CH2:2][CH2:3][CH2:4][CH2:5]1. The catalyst class is: 4. (3) Reactant: [CH2:1]([O:8][C:9](=[O:22])[NH:10][CH:11]([C:13]1[N:14]=[C:15]2[N:20]=[CH:19][CH:18]=[CH:17][N:16]2[CH:21]=1)[CH3:12])[C:2]1[CH:7]=[CH:6][CH:5]=[CH:4][CH:3]=1.C1C(=O)N([I:30])C(=O)C1. Product: [CH2:1]([O:8][C:9](=[O:22])[NH:10][CH:11]([C:13]1[N:14]=[C:15]2[N:20]=[CH:19][CH:18]=[CH:17][N:16]2[C:21]=1[I:30])[CH3:12])[C:2]1[CH:3]=[CH:4][CH:5]=[CH:6][CH:7]=1. The catalyst class is: 47. (4) Reactant: Br[C:2]1[CH:10]=[CH:9][CH:8]=[C:7]2[C:3]=1[CH:4]=[N:5][NH:6]2.CC1(C)C(C)(C)OB([C:19]2[CH:31]=[CH:30][C:22]3[N:23]=[C:24]([NH:26][C:27](=[O:29])[CH3:28])[S:25][C:21]=3[CH:20]=2)O1.C(=O)([O-])[O-].[Na+].[Na+]. Product: [NH:6]1[C:7]2[C:3](=[C:2]([C:19]3[CH:31]=[CH:30][C:22]4[N:23]=[C:24]([NH:26][C:27](=[O:29])[CH3:28])[S:25][C:21]=4[CH:20]=3)[CH:10]=[CH:9][CH:8]=2)[CH:4]=[N:5]1. The catalyst class is: 77.